Dataset: NCI-60 drug combinations with 297,098 pairs across 59 cell lines. Task: Regression. Given two drug SMILES strings and cell line genomic features, predict the synergy score measuring deviation from expected non-interaction effect. (1) Drug 1: C1=CC=C(C(=C1)C(C2=CC=C(C=C2)Cl)C(Cl)Cl)Cl. Drug 2: CCCCCOC(=O)NC1=NC(=O)N(C=C1F)C2C(C(C(O2)C)O)O. Cell line: A498. Synergy scores: CSS=10.4, Synergy_ZIP=-4.49, Synergy_Bliss=-3.04, Synergy_Loewe=-2.24, Synergy_HSA=-0.289. (2) Drug 1: CC(C)CN1C=NC2=C1C3=CC=CC=C3N=C2N. Synergy scores: CSS=29.3, Synergy_ZIP=-2.18, Synergy_Bliss=-4.87, Synergy_Loewe=-21.0, Synergy_HSA=-5.22. Drug 2: CCC1(C2=C(COC1=O)C(=O)N3CC4=CC5=C(C=CC(=C5CN(C)C)O)N=C4C3=C2)O.Cl. Cell line: SNB-19. (3) Drug 1: C1=CN(C(=O)N=C1N)C2C(C(C(O2)CO)O)O.Cl. Drug 2: CC1=C(C(=O)C2=C(C1=O)N3CC4C(C3(C2COC(=O)N)OC)N4)N. Cell line: MCF7. Synergy scores: CSS=19.6, Synergy_ZIP=-4.53, Synergy_Bliss=-1.64, Synergy_Loewe=-5.39, Synergy_HSA=1.25. (4) Drug 1: C1CNP(=O)(OC1)N(CCCl)CCCl. Drug 2: CC12CCC3C(C1CCC2OP(=O)(O)O)CCC4=C3C=CC(=C4)OC(=O)N(CCCl)CCCl.[Na+]. Cell line: NCI-H522. Synergy scores: CSS=-3.03, Synergy_ZIP=3.35, Synergy_Bliss=4.29, Synergy_Loewe=-3.66, Synergy_HSA=-2.27.